From a dataset of Peptide-MHC class II binding affinity with 134,281 pairs from IEDB. Regression. Given a peptide amino acid sequence and an MHC pseudo amino acid sequence, predict their binding affinity value. This is MHC class II binding data. (1) The peptide sequence is KEIYNYMEPYVSKNP. The MHC is DRB5_0101 with pseudo-sequence DRB5_0101. The binding affinity (normalized) is 0.565. (2) The peptide sequence is DNEAYEMPSEEGYQD. The MHC is DRB5_0101 with pseudo-sequence DRB5_0101. The binding affinity (normalized) is 0. (3) The peptide sequence is YEVRAELPGVDPDKD. The MHC is HLA-DPA10103-DPB10201 with pseudo-sequence HLA-DPA10103-DPB10201. The binding affinity (normalized) is 0.0418. (4) The peptide sequence is PTLAFPAGVCPTIGV. The MHC is DRB1_1302 with pseudo-sequence DRB1_1302. The binding affinity (normalized) is 0.376. (5) The peptide sequence is SNFLRGKLKLYTGEA. The MHC is DRB1_0701 with pseudo-sequence DRB1_0701. The binding affinity (normalized) is 0.231. (6) The peptide sequence is CKYGSLKPNCGNKVV. The MHC is DRB1_0701 with pseudo-sequence DRB1_0701. The binding affinity (normalized) is 0.374. (7) The peptide sequence is ALLPRAGAAAAAALP. The MHC is DRB1_0404 with pseudo-sequence DRB1_0404. The binding affinity (normalized) is 0.392. (8) The peptide sequence is MGDDGVLACAIATHAKIRD. The MHC is HLA-DPA10201-DPB10501 with pseudo-sequence HLA-DPA10201-DPB10501. The binding affinity (normalized) is 0.494.